Dataset: Catalyst prediction with 721,799 reactions and 888 catalyst types from USPTO. Task: Predict which catalyst facilitates the given reaction. (1) The catalyst class is: 10. Reactant: C(O)(=O)C(O)=O.[CH3:7][O:8][C:9](=[O:23])[C@@H:10]([NH2:22])[C:11]([NH:14][C:15]([O:17][C:18]([CH3:21])([CH3:20])[CH3:19])=[O:16])([CH3:13])[CH3:12].[OH:24][CH2:25][C@@H:26]1[CH2:28][C@H:27]1[C:29]#[C:30][C:31]1[CH:32]=[C:33]2[C:38](=[CH:39][CH:40]=1)[CH:37]=[C:36]([C:41](O)=[O:42])[CH:35]=[CH:34]2.C(N(CC)CC)C.CN(C(ON1N=NC2C=CC=NC1=2)=[N+](C)C)C.F[P-](F)(F)(F)(F)F. Product: [C:18]([O:17][C:15]([NH:14][C:11]([CH3:13])([CH3:12])[C@H:10]([NH:22][C:41]([C:36]1[CH:35]=[CH:34][C:33]2[C:38](=[CH:39][CH:40]=[C:31]([C:30]#[C:29][C@@H:27]3[CH2:28][C@H:26]3[CH2:25][OH:24])[CH:32]=2)[CH:37]=1)=[O:42])[C:9]([O:8][CH3:7])=[O:23])=[O:16])([CH3:21])([CH3:20])[CH3:19]. (2) Reactant: [CH2:1]([O:8][C:9](=[O:23])[C@H:10]1[CH2:14][C@H:13](O)[CH2:12][N:11]1[C:16]([O:18][C:19]([CH3:22])([CH3:21])[CH3:20])=[O:17])[C:2]1[CH:7]=[CH:6][CH:5]=[CH:4][CH:3]=1.COC(=O)[C@@H]1C[C@H](O)CN1C(OC(C)(C)C)=O.C(N(S(F)(F)[F:47])CC)C. Product: [CH2:1]([O:8][C:9](=[O:23])[C@@H:10]1[CH2:14][C@@H:13]([F:47])[CH2:12][N:11]1[C:16]([O:18][C:19]([CH3:22])([CH3:21])[CH3:20])=[O:17])[C:2]1[CH:7]=[CH:6][CH:5]=[CH:4][CH:3]=1. The catalyst class is: 2. (3) Reactant: [C:1]1([CH2:7][CH2:8][C:9]([N:11]2[CH2:16][CH2:15][CH:14]([CH2:17][N:18]3[C:26]4[C:21](=[CH:22][C:23]([C:27]5[CH:28]=[N:29][N:30](C6CCCCO6)[CH:31]=5)=[CH:24][CH:25]=4)[CH:20]=[CH:19]3)[CH2:13][CH2:12]2)=[O:10])[CH:6]=[CH:5][CH:4]=[CH:3][CH:2]=1.C1(C)C=CC(S(O)(=O)=O)=CC=1.CO.ClCCl. Product: [NH:29]1[CH:28]=[C:27]([C:23]2[CH:22]=[C:21]3[C:26](=[CH:25][CH:24]=2)[N:18]([CH2:17][CH:14]2[CH2:13][CH2:12][N:11]([C:9](=[O:10])[CH2:8][CH2:7][C:1]4[CH:2]=[CH:3][CH:4]=[CH:5][CH:6]=4)[CH2:16][CH2:15]2)[CH:19]=[CH:20]3)[CH:31]=[N:30]1. The catalyst class is: 5. (4) Reactant: [NH2:1][C:2]1[N:7]=[CH:6][C:5]([C:8]2[CH:9]=[C:10]([NH2:19])[C:11]([NH:14][C:15]([CH3:18])([CH3:17])[CH3:16])=[CH:12][CH:13]=2)=[CH:4][N:3]=1.[CH3:20][O:21][C:22]1[CH:23]=[CH:24][C:25]([N:30]2[CH:34]=[CH:33][C:32]([CH3:35])=[N:31]2)=[C:26]([CH:29]=1)[CH:27]=O.OOS([O-])=O.[K+].S([O-])([O-])(=O)=S.[Na+].[Na+]. Product: [C:15]([N:14]1[C:11]2[CH:12]=[CH:13][C:8]([C:5]3[CH:4]=[N:3][C:2]([NH2:1])=[N:7][CH:6]=3)=[CH:9][C:10]=2[N:19]=[C:27]1[C:26]1[CH:29]=[C:22]([O:21][CH3:20])[CH:23]=[CH:24][C:25]=1[N:30]1[CH:34]=[CH:33][C:32]([CH3:35])=[N:31]1)([CH3:16])([CH3:18])[CH3:17]. The catalyst class is: 18. (5) Product: [CH2:1]([O:8][C:9](=[O:10])[CH:11]([NH:29][C:30]([O:32][C:33]([CH3:34])([CH3:35])[CH3:36])=[O:31])[CH2:12][C:13]1[CH:14]=[CH:15][C:16]([O:17][C:18]2[CH:19]=[CH:20][C:21]([C:22](=[O:24])[NH:75][O:74][CH2:67][C:68]3[CH:73]=[CH:72][CH:71]=[CH:70][CH:69]=3)=[CH:25][CH:26]=2)=[CH:27][CH:28]=1)[C:2]1[CH:7]=[CH:6][CH:5]=[CH:4][CH:3]=1. The catalyst class is: 3. Reactant: [CH2:1]([O:8][C:9]([CH:11]([NH:29][C:30]([O:32][C:33]([CH3:36])([CH3:35])[CH3:34])=[O:31])[CH2:12][C:13]1[CH:28]=[CH:27][C:16]([O:17][C:18]2[CH:26]=[CH:25][C:21]([C:22]([OH:24])=O)=[CH:20][CH:19]=2)=[CH:15][CH:14]=1)=[O:10])[C:2]1[CH:7]=[CH:6][CH:5]=[CH:4][CH:3]=1.ON1C2C=CC=CC=2N=N1.Cl.CN(C)CCCN=C=NCC.C(N(CC)CC)C.Cl.[CH2:67]([O:74][NH2:75])[C:68]1[CH:73]=[CH:72][CH:71]=[CH:70][CH:69]=1. (6) Reactant: C([O-])=O.[NH4+].[CH3:5][O:6][C:7](=[O:44])[C:8]1[CH:13]=[C:12]([C:14]2[O:18][N:17]=[C:16]([CH3:19])[C:15]=2[C:20]2[CH:25]=[CH:24][C:23]([O:26][CH3:27])=[CH:22][CH:21]=2)[C:11]([O:28]CC2C=CC=CC=2)=[CH:10][C:9]=1[O:36]CC1C=CC=CC=1.C(OCC)(=O)C. Product: [CH3:5][O:6][C:7](=[O:44])[C:8]1[CH:13]=[C:12]([C:14]2[O:18][N:17]=[C:16]([CH3:19])[C:15]=2[C:20]2[CH:21]=[CH:22][C:23]([O:26][CH3:27])=[CH:24][CH:25]=2)[C:11]([OH:28])=[CH:10][C:9]=1[OH:36]. The catalyst class is: 19. (7) Reactant: [OH:1][C@@H:2]1[CH2:7][CH2:6][CH2:5][CH2:4][C@H:3]1[O:8][C:9]1[CH:10]=[CH:11][CH:12]=[C:13]2[C:17]=1[C:16](=[O:18])[N:15]([CH2:19][C:20]1[CH:25]=[CH:24][C:23]([C:26]3[N:30](C4CCCCO4)[N:29]=[CH:28][CH:27]=3)=[CH:22][CH:21]=1)[CH2:14]2.Cl.C(=O)([O-])O.[Na+]. Product: [OH:1][C@@H:2]1[CH2:7][CH2:6][CH2:5][CH2:4][C@H:3]1[O:8][C:9]1[CH:10]=[CH:11][CH:12]=[C:13]2[C:17]=1[C:16](=[O:18])[N:15]([CH2:19][C:20]1[CH:25]=[CH:24][C:23]([C:26]3[NH:30][N:29]=[CH:28][CH:27]=3)=[CH:22][CH:21]=1)[CH2:14]2. The catalyst class is: 13. (8) Reactant: [CH3:1][O:2][C:3]1[CH:8]=[CH:7][NH:6][C:5](=[O:9])[C:4]=1[C:10]#[N:11].[F:12][C:13]1[CH:14]=[C:15]([CH:18]=[C:19]([F:22])[C:20]=1F)[C:16]#[N:17].C(=O)([O-])[O-].[K+].[K+].C(=O)([O-])O.[Na+]. Product: [C:16]([C:15]1[CH:14]=[C:13]([F:12])[C:20]([N:6]2[CH:7]=[CH:8][C:3]([O:2][CH3:1])=[C:4]([C:10]#[N:11])[C:5]2=[O:9])=[C:19]([F:22])[CH:18]=1)#[N:17]. The catalyst class is: 9. (9) Reactant: C1(=O)[N:5]([CH2:6][CH2:7][C:8]2[CH:18]=[CH:17][C:11]([C:12]([O:14][CH2:15][CH3:16])=[O:13])=[CH:10][CH:9]=2)C(=O)C2=CC=CC=C12.O.NN. Product: [NH2:5][CH2:6][CH2:7][C:8]1[CH:18]=[CH:17][C:11]([C:12]([O:14][CH2:15][CH3:16])=[O:13])=[CH:10][CH:9]=1. The catalyst class is: 8. (10) Reactant: Cl.[NH2:2][CH2:3][C:4]1[CH:9]=[CH:8][C:7]([N:10]2[C:15]([CH3:16])=[CH:14][C:13]([O:17][CH2:18][C:19]3[CH:24]=[CH:23][C:22]([F:25])=[CH:21][C:20]=3[F:26])=[C:12]([Br:27])[C:11]2=[O:28])=[C:6]([F:29])[CH:5]=1.[C:30](Cl)(=[O:32])[CH3:31].C(N(CC)CC)C.[NH4+].[Cl-]. Product: [Br:27][C:12]1[C:11](=[O:28])[N:10]([C:7]2[CH:8]=[CH:9][C:4]([CH2:3][NH:2][C:30](=[O:32])[CH3:31])=[CH:5][C:6]=2[F:29])[C:15]([CH3:16])=[CH:14][C:13]=1[O:17][CH2:18][C:19]1[CH:24]=[CH:23][C:22]([F:25])=[CH:21][C:20]=1[F:26]. The catalyst class is: 7.